From a dataset of Full USPTO retrosynthesis dataset with 1.9M reactions from patents (1976-2016). Predict the reactants needed to synthesize the given product. (1) Given the product [F:29][CH:28]([F:30])[C:20]1[N:19]([C:17]2[N:16]=[C:15]([N:31]3[CH2:36][CH2:35][O:34][CH2:33][CH2:32]3)[N:14]=[C:13]([NH:12][C@H:9]3[CH2:10][CH2:11][C@H:6]([NH:5][C:3](=[O:4])[CH2:2][N:43]4[CH2:47][CH2:46][CH2:45][CH2:44]4)[CH2:7][CH2:8]3)[N:18]=2)[C:23]2[CH:24]=[CH:25][CH:26]=[CH:27][C:22]=2[N:21]=1, predict the reactants needed to synthesize it. The reactants are: Br[CH2:2][C:3]([NH:5][C@H:6]1[CH2:11][CH2:10][C@H:9]([NH:12][C:13]2[N:18]=[C:17]([N:19]3[C:23]4[CH:24]=[CH:25][CH:26]=[CH:27][C:22]=4[N:21]=[C:20]3[CH:28]([F:30])[F:29])[N:16]=[C:15]([N:31]3[CH2:36][CH2:35][O:34][CH2:33][CH2:32]3)[N:14]=2)[CH2:8][CH2:7]1)=[O:4].C(=O)([O-])[O-].[K+].[K+].[NH:43]1[CH2:47][CH2:46][CH2:45][CH2:44]1. (2) Given the product [OH:35][CH2:34][C:30]1([CH2:29][O:1][C:2]2[C:7]([O:8][CH3:9])=[C:6]([O:10][CH3:11])[CH:5]=[CH:4][C:3]=2[C:12]2[CH:20]=[CH:19][CH:18]=[C:17]3[C:13]=2[CH2:14][CH2:15][C:16]3=[O:21])[CH2:33][O:32][CH2:31]1, predict the reactants needed to synthesize it. The reactants are: [OH:1][C:2]1[C:7]([O:8][CH3:9])=[C:6]([O:10][CH3:11])[CH:5]=[CH:4][C:3]=1[C:12]1[CH:20]=[CH:19][CH:18]=[C:17]2[C:13]=1[CH2:14][CH2:15][C:16]2=[O:21].C(=O)([O-])[O-].[K+].[K+].Br[CH2:29][C:30]1([CH2:34][OH:35])[CH2:33][O:32][CH2:31]1. (3) Given the product [Cl:35][C:2]1[C:7]([CH2:8][C:9]([O:11][CH3:12])=[O:10])=[C:6]([CH3:13])[N:5]=[C:4]([CH2:14][C:15]2[CH:20]=[CH:19][C:18]([N+:21]([O-:23])=[O:22])=[CH:17][CH:16]=2)[N:3]=1, predict the reactants needed to synthesize it. The reactants are: O[C:2]1[C:7]([CH2:8][C:9]([O:11][CH3:12])=[O:10])=[C:6]([CH3:13])[N:5]=[C:4]([CH2:14][C:15]2[CH:20]=[CH:19][C:18]([N+:21]([O-:23])=[O:22])=[CH:17][CH:16]=2)[N:3]=1.CN(C)C1C=CC=CC=1.O=P(Cl)(Cl)[Cl:35]. (4) Given the product [F:28][C:27]([F:30])([F:29])[C:22]([OH:31])=[O:39].[F:24][C:23]([F:26])([F:25])[C:22]([C:4]1[CH:3]=[C:2]([C:32]2[CH:37]=[CH:36][CH:35]=[CH:34][CH:33]=2)[C:7]([N:8]2[CH2:13][CH2:12][N:11]([S:14]([C:17]3[S:18][CH:19]=[CH:20][CH:21]=3)(=[O:16])=[O:15])[CH2:10][CH2:9]2)=[CH:6][CH:5]=1)([OH:31])[C:27]([F:30])([F:29])[F:28], predict the reactants needed to synthesize it. The reactants are: Br[C:2]1[CH:3]=[C:4]([C:22]([OH:31])([C:27]([F:30])([F:29])[F:28])[C:23]([F:26])([F:25])[F:24])[CH:5]=[CH:6][C:7]=1[N:8]1[CH2:13][CH2:12][N:11]([S:14]([C:17]2[S:18][CH:19]=[CH:20][CH:21]=2)(=[O:16])=[O:15])[CH2:10][CH2:9]1.[C:32]1(B(O)[OH:39])[CH:37]=[CH:36][CH:35]=[CH:34][CH:33]=1.C(=O)([O-])[O-].[Cs+].[Cs+]. (5) Given the product [CH2:1]([C:5]1[N:6]=[C:7]([CH3:29])[N:8]([C:30]2[CH:35]=[CH:34][CH:33]=[CH:32][CH:31]=2)[C:9](=[O:28])[C:10]=1[CH2:11][C:12]1[C:13]([F:27])=[CH:14][C:15]([C:19]2[C:20]([C:25]#[N:26])=[CH:21][CH:22]=[CH:23][CH:24]=2)=[CH:16][C:17]=1[F:18])[CH2:2][CH2:3][CH3:4], predict the reactants needed to synthesize it. The reactants are: [CH2:1]([C:5]1[N:6]=[C:7]([CH3:29])[NH:8][C:9](=[O:28])[C:10]=1[CH2:11][C:12]1[C:17]([F:18])=[CH:16][C:15]([C:19]2[C:20]([C:25]#[N:26])=[CH:21][CH:22]=[CH:23][CH:24]=2)=[CH:14][C:13]=1[F:27])[CH2:2][CH2:3][CH3:4].[C:30]1(B(O)O)[CH:35]=[CH:34][CH:33]=[CH:32][CH:31]=1.C(N(CC)CC)C.N1C=CC=CC=1. (6) Given the product [N:1]1[CH:6]=[CH:5][CH:4]=[C:3]([C:7]2[S:8][CH:9]=[C:10]([CH2:12][OH:13])[N:11]=2)[CH:2]=1, predict the reactants needed to synthesize it. The reactants are: [N:1]1[CH:6]=[CH:5][CH:4]=[C:3]([C:7]2[S:8][CH:9]=[C:10]([CH:12]=[O:13])[N:11]=2)[CH:2]=1.[BH4-].[Na+].